This data is from Forward reaction prediction with 1.9M reactions from USPTO patents (1976-2016). The task is: Predict the product of the given reaction. (1) Given the reactants [CH:1]1([P:7](=O)([CH:25]2[CH2:30][CH2:29][CH2:28][CH2:27][CH2:26]2)[C:8]2[CH:9]3[CH2:24][CH:12]([C:13]=2[C:14]2[C:19]([O:20][CH3:21])=[CH:18][CH:17]=[CH:16][C:15]=2[O:22][CH3:23])[CH2:11][CH2:10]3)[CH2:6][CH2:5][CH2:4][CH2:3][CH2:2]1.CN(C)C1C=CC=CC=1.Cl[SiH](Cl)Cl.[OH-].[Na+], predict the reaction product. The product is: [CH:25]1([P:7]([CH:1]2[CH2:2][CH2:3][CH2:4][CH2:5][CH2:6]2)[C:8]2[CH:9]3[CH2:24][CH:12]([C:13]=2[C:14]2[C:19]([O:20][CH3:21])=[CH:18][CH:17]=[CH:16][C:15]=2[O:22][CH3:23])[CH2:11][CH2:10]3)[CH2:26][CH2:27][CH2:28][CH2:29][CH2:30]1. (2) Given the reactants [Cl:1][C:2]1[C:3]([N:12]2[CH2:17][CH2:16][N:15]([CH2:18][C:19]3[CH:23]=[C:22]([CH3:24])[O:21][N:20]=3)[CH2:14][CH2:13]2)=[C:4]([N+:9]([O-])=O)[C:5]([NH2:8])=[N:6][CH:7]=1.CCO.[N:28]1([CH2:34][C:35]2[CH:42]=[CH:41][C:38]([CH:39]=O)=[CH:37][CH:36]=2)[CH2:33][CH2:32][O:31][CH2:30][CH2:29]1.[O-]S(S([O-])=O)=O.[Na+].[Na+], predict the reaction product. The product is: [Cl:1][C:2]1[C:3]([N:12]2[CH2:17][CH2:16][N:15]([CH2:18][C:19]3[CH:23]=[C:22]([CH3:24])[O:21][N:20]=3)[CH2:14][CH2:13]2)=[C:4]2[N:9]=[C:39]([C:38]3[CH:37]=[CH:36][C:35]([CH2:34][N:28]4[CH2:33][CH2:32][O:31][CH2:30][CH2:29]4)=[CH:42][CH:41]=3)[NH:8][C:5]2=[N:6][CH:7]=1. (3) Given the reactants [OH:1][C:2]1[CH:3]=[C:4]2[C:9](=[CH:10][CH:11]=1)[CH:8]=[C:7]([C:12]1[C:20]3[C:15](=[CH:16][CH:17]=[C:18]([C:21]#[N:22])[CH:19]=3)[N:14]([CH:23]3[CH2:28][CH2:27][CH2:26][CH2:25][O:24]3)[N:13]=1)[CH:6]=[CH:5]2.[OH-].[Na+].C1COCC1.Cl[CH:37]([F:39])[F:38], predict the reaction product. The product is: [F:38][CH:37]([F:39])[O:1][C:2]1[CH:3]=[C:4]2[C:9](=[CH:10][CH:11]=1)[CH:8]=[C:7]([C:12]1[C:20]3[C:15](=[CH:16][CH:17]=[C:18]([C:21]#[N:22])[CH:19]=3)[N:14]([CH:23]3[CH2:28][CH2:27][CH2:26][CH2:25][O:24]3)[N:13]=1)[CH:6]=[CH:5]2. (4) Given the reactants [CH3:1][O:2][C:3]([C@@H:5]1[CH2:18][C@H:17]([OH:19])[C:16](=[O:20])[C@H:15]2[C@@:6]1([CH3:28])[CH2:7][CH2:8][C@H:9]1[C@:14]2([CH3:21])[CH2:13][C@@H:12]([C:22]2[CH:26]=[CH:25][O:24][CH:23]=2)[O:11][C:10]1=[O:27])=[O:4].[C:29](O)(=[O:36])[C:30]1[CH:35]=[CH:34][CH:33]=[CH:32][CH:31]=1, predict the reaction product. The product is: [CH3:1][O:2][C:3]([C@@H:5]1[CH2:18][C@H:17]([O:19][C:29](=[O:36])[C:30]2[CH:35]=[CH:34][CH:33]=[CH:32][CH:31]=2)[C:16](=[O:20])[C@H:15]2[C@@:6]1([CH3:28])[CH2:7][CH2:8][C@@H:9]1[C@:14]2([CH3:21])[CH2:13][C@@H:12]([C:22]2[CH:26]=[CH:25][O:24][CH:23]=2)[O:11][C:10]1=[O:27])=[O:4]. (5) Given the reactants I[C:2]1[N:6]2[CH:7]=[C:8]([C:11]3[CH:21]=[CH:20][C:14]([C:15]([O:17][CH2:18][CH3:19])=[O:16])=[CH:13][CH:12]=3)[CH:9]=[CH:10][C:5]2=[N:4][CH:3]=1.[C:22]([Si:24]([CH3:27])([CH3:26])[CH3:25])#[CH:23].CCN(C(C)C)C(C)C, predict the reaction product. The product is: [CH3:25][Si:24]([C:22]#[C:23][C:2]1[N:6]2[CH:7]=[C:8]([C:11]3[CH:21]=[CH:20][C:14]([C:15]([O:17][CH2:18][CH3:19])=[O:16])=[CH:13][CH:12]=3)[CH:9]=[CH:10][C:5]2=[N:4][CH:3]=1)([CH3:27])[CH3:26]. (6) The product is: [C:17]1([C:16]2[C:15]([C:14]([O:24][CH3:25])=[O:23])=[CH:10][NH:11][CH:12]=2)[CH:18]=[CH:19][CH:20]=[CH:21][CH:22]=1. Given the reactants C1(C)C=CC(S([CH2:10][N+:11]#[C-:12])(=O)=O)=CC=1.[C:14]([O:24][CH3:25])(=[O:23])[CH:15]=[CH:16][C:17]1[CH:22]=[CH:21][CH:20]=[CH:19][CH:18]=1.CC(C)([O-])C.[K+], predict the reaction product. (7) Given the reactants C(N[CH:5]([CH3:7])[CH3:6])(C)C.[CH2:8]([Li])CCC.CCCCCC.[F:19][C:20]1[CH:25]=[C:24]([CH3:26])[CH:23]=[CH:22][N:21]=1.[O:27]1[CH2:31][CH2:30][CH2:29][CH2:28]1, predict the reaction product. The product is: [F:19][C:20]1[CH:25]=[C:24]([CH2:26][C:31]([C:30]2[CH:29]=[CH:28][CH:7]=[C:5]([CH3:6])[CH:8]=2)=[O:27])[CH:23]=[CH:22][N:21]=1. (8) Given the reactants [CH3:1][O:2][CH2:3][CH2:4][N:5]1[C:13]2[CH:12]=[CH:11][CH:10]=[C:9]([C:14](O)=[O:15])[C:8]=2[C:7]([C:17](=[O:22])[C:18]([F:21])([F:20])[F:19])=[CH:6]1.[NH:23]1[CH2:28][CH2:27][CH2:26][CH2:25][CH2:24]1, predict the reaction product. The product is: [F:21][C:18]([F:19])([F:20])[C:17]([C:7]1[C:8]2[C:13](=[CH:12][CH:11]=[CH:10][C:9]=2[C:14]([N:23]2[CH2:28][CH2:27][CH2:26][CH2:25][CH2:24]2)=[O:15])[N:5]([CH2:4][CH2:3][O:2][CH3:1])[CH:6]=1)=[O:22]. (9) Given the reactants [F:1][C:2]([F:21])([F:20])[C:3]1[CH:4]=[C:5](/[N:9]=[C:10]2\[C:11](=[O:19])[NH:12][C:13]3[C:18]\2=[CH:17][CH:16]=[CH:15][CH:14]=3)[CH:6]=[CH:7][CH:8]=1.C(N(CC)CC)C.[Br:29][C:30]1[CH:35]=[CH:34][C:33](B(O)O)=[CH:32][CH:31]=1, predict the reaction product. The product is: [Br:29][C:30]1[CH:35]=[CH:34][C:33]([N:12]2[C:13]3[C:18](=[CH:17][CH:16]=[CH:15][CH:14]=3)/[C:10](=[N:9]/[C:5]3[CH:6]=[CH:7][CH:8]=[C:3]([C:2]([F:1])([F:20])[F:21])[CH:4]=3)/[C:11]2=[O:19])=[CH:32][CH:31]=1.